Predict the reaction yield, written as a fraction of the theoretical maximum amount of product (1.0 means a 100% yield; for example, 0.34 means a 34% yield). From a dataset of Reaction yield outcomes from USPTO patents with 853,638 reactions. The reactants are C(OC(=O)[C:5]([NH:25][C:26]([O:28][CH3:29])=[O:27])([CH3:24])[CH2:6][CH2:7][C:8]1[S:9][CH:10]=[C:11]([C:13]#[C:14][CH2:15][CH2:16][CH2:17][C:18]2[CH:23]=[CH:22][CH:21]=[CH:20][CH:19]=2)[CH:12]=1)C.[Cl-].[Li+].[BH4-].[Na+].Cl. The catalyst is C(O)C.O1CCCC1. The product is [CH3:24][C:5]1([CH2:6][CH2:7][C:8]2[S:9][CH:10]=[C:11]([C:13]#[C:14][CH2:15][CH2:16][CH2:17][C:18]3[CH:19]=[CH:20][CH:21]=[CH:22][CH:23]=3)[CH:12]=2)[CH2:29][O:28][C:26](=[O:27])[NH:25]1. The yield is 0.960.